This data is from Forward reaction prediction with 1.9M reactions from USPTO patents (1976-2016). The task is: Predict the product of the given reaction. (1) Given the reactants [C:1]([O:5][C:6](=[O:26])[NH:7][C:8]1[CH:13]=[CH:12][C:11]([C:14]#[C:15][C:16]2[CH:21]=[CH:20][C:19]([Cl:22])=[CH:18][CH:17]=2)=[CH:10][C:9]=1[N+:23]([O-])=O)([CH3:4])([CH3:3])[CH3:2].O.O.Cl[Sn]Cl, predict the reaction product. The product is: [C:1]([O:5][C:6](=[O:26])[NH:7][C:8]1[CH:13]=[CH:12][C:11]([C:14]#[C:15][C:16]2[CH:17]=[CH:18][C:19]([Cl:22])=[CH:20][CH:21]=2)=[CH:10][C:9]=1[NH2:23])([CH3:4])([CH3:2])[CH3:3]. (2) Given the reactants [Cl:1][C:2]1[C:3]([O:8][C@H:9]([CH3:14])[C:10]([F:13])([F:12])[F:11])=[N:4][CH:5]=[CH:6][CH:7]=1.[CH3:15][C:16]1([CH3:32])[C:20]([CH3:22])([CH3:21])[O:19][B:18]([B:18]2[O:19][C:20]([CH3:22])([CH3:21])[C:16]([CH3:32])([CH3:15])[O:17]2)[O:17]1.C(C1C=CN=C(C2C=C(C(C)(C)C)C=CN=2)C=1)(C)(C)C.N#N, predict the reaction product. The product is: [Cl:1][C:2]1[C:3]([O:8][C@H:9]([CH3:14])[C:10]([F:12])([F:13])[F:11])=[N:4][CH:5]=[C:6]([B:18]2[O:19][C:20]([CH3:22])([CH3:21])[C:16]([CH3:32])([CH3:15])[O:17]2)[CH:7]=1. (3) Given the reactants CO[C:3]1C=C[C:6]2[NH:7]C(CC)[N:9]([C:10]3[CH:15]=[CH:14][C:13]([CH2:16][CH2:17][NH:18][C:19]([NH:21][S:22]([C:25]4[CH:30]=[CH:29][C:28]([CH3:31])=[CH:27][CH:26]=4)(=[O:24])=[O:23])=[O:20])=[CH:12][CH:11]=3)[C:5]=2[CH:4]=1.[NH:36]1[CH:40]=[CH:39][C:38]([CH:41]=[O:42])=[N:37]1.[C:43]([O-:46])(=O)[CH3:44].[C:47]([O-])(=O)C.C([O-])(=O)C.C([O-])(=O)C.[Pb+4].Cl, predict the reaction product. The product is: [C:28]1([CH3:31])[CH:27]=[CH:26][C:25]([S:22]([OH:23])(=[O:24])=[O:42])=[CH:30][CH:29]=1.[CH3:31][C:28]1[CH:29]=[CH:30][C:25]([S:22]([NH:21][C:19]([NH:18][CH2:17][CH2:16][C:13]2[CH:12]=[CH:11][C:10]([N:9]3[C:5]4[CH:4]=[CH:3][C:43]([O:46][CH3:47])=[CH:44][C:6]=4[N:7]=[C:41]3[C:38]3[CH:39]=[CH:40][NH:36][N:37]=3)=[CH:15][CH:14]=2)=[O:20])(=[O:23])=[O:24])=[CH:26][CH:27]=1. (4) Given the reactants [CH2:1]([O:3][C:4]([C:6]1[C:12]2[NH:13][C:14]3[CH:15]=[CH:16][CH:17]=[CH:18][C:19]=3[C:11]=2[CH2:10][CH2:9][N:8]([C:20](=[O:28])[C:21]2[CH:26]=[CH:25][C:24]([F:27])=[CH:23][CH:22]=2)[CH:7]=1)=[O:5])[CH3:2].[H][H], predict the reaction product. The product is: [CH2:1]([O:3][C:4]([CH:6]1[C:12]2[NH:13][C:14]3[CH2:15][CH2:16][CH2:17][CH2:18][C:19]=3[C:11]=2[CH2:10][CH2:9][N:8]([C:20](=[O:28])[C:21]2[CH:26]=[CH:25][C:24]([F:27])=[CH:23][CH:22]=2)[CH2:7]1)=[O:5])[CH3:2]. (5) Given the reactants [C:1]([O-:4])(=S)[CH3:2].[K+].[N+:6]([C:9]1[CH:14]=[CH:13][CH:12]=[CH:11][CH:10]=1)([O-])=O.CN(C=O)C, predict the reaction product. The product is: [C:1]([NH:6][C:9]1[CH:14]=[CH:13][CH:12]=[CH:11][CH:10]=1)(=[O:4])[CH3:2]. (6) The product is: [C:1]([C:5]1[N:10]=[CH:9][C:8]([C:11]2[N:12]([C:32]([N:38]3[CH2:43][CH2:42][CH:41]([CH2:44][OH:45])[CH2:40][CH2:39]3)=[O:33])[C@@:13]([C:25]3[CH:26]=[CH:27][C:28]([Cl:31])=[CH:29][CH:30]=3)([CH3:24])[C@@:14]([C:17]3[CH:18]=[CH:19][C:20]([Cl:23])=[CH:21][CH:22]=3)([CH3:16])[N:15]=2)=[C:7]([O:35][CH2:36][CH3:37])[CH:6]=1)([CH3:2])([CH3:3])[CH3:4]. Given the reactants [C:1]([C:5]1[N:10]=[CH:9][C:8]([C:11]2[N:12]([C:32](Cl)=[O:33])[C@@:13]([C:25]3[CH:30]=[CH:29][C:28]([Cl:31])=[CH:27][CH:26]=3)([CH3:24])[C@@:14]([C:17]3[CH:22]=[CH:21][C:20]([Cl:23])=[CH:19][CH:18]=3)([CH3:16])[N:15]=2)=[C:7]([O:35][CH2:36][CH3:37])[CH:6]=1)([CH3:4])([CH3:3])[CH3:2].[NH:38]1[CH2:43][CH2:42][CH:41]([CH2:44][OH:45])[CH2:40][CH2:39]1, predict the reaction product. (7) Given the reactants [C:1](=[O:11])([O:3][CH2:4][C:5]1[CH:10]=[CH:9][CH:8]=[CH:7][CH:6]=1)[NH2:2].[OH-:12].[Na+].Cl[O:15][CH2:16][CH2:17][CH2:18][CH3:19].[CH3:20][O:21][C:22]1[CH:33]=[CH:32]C(C=CC(OC)=O)=[CH:24][CH:23]=1.[CH2:34]([OH:37])[CH2:35]C, predict the reaction product. The product is: [CH2:4]([O:3][C:1]([NH:2][C@H:18]([C:19]1[CH:32]=[CH:33][C:22]([O:21][CH3:20])=[CH:23][CH:24]=1)[C@H:17]([OH:12])[C:16]([O:37][CH2:34][CH3:35])=[O:15])=[O:11])[C:5]1[CH:6]=[CH:7][CH:8]=[CH:9][CH:10]=1.